From a dataset of Peptide-MHC class I binding affinity with 185,985 pairs from IEDB/IMGT. Regression. Given a peptide amino acid sequence and an MHC pseudo amino acid sequence, predict their binding affinity value. This is MHC class I binding data. (1) The peptide sequence is YALPSAGAF. The MHC is HLA-C03:03 with pseudo-sequence HLA-C03:03. The binding affinity (normalized) is 1.00. (2) The peptide sequence is DVKFPGGGQI. The MHC is Patr-B0101 with pseudo-sequence Patr-B0101. The binding affinity (normalized) is 0. (3) The peptide sequence is EIYFSSIHR. The MHC is HLA-B18:01 with pseudo-sequence HLA-B18:01. The binding affinity (normalized) is 0.0847. (4) The peptide sequence is QTDDGVRFT. The MHC is HLA-A02:11 with pseudo-sequence HLA-A02:11. The binding affinity (normalized) is 0.436.